Dataset: Peptide-MHC class II binding affinity with 134,281 pairs from IEDB. Task: Regression. Given a peptide amino acid sequence and an MHC pseudo amino acid sequence, predict their binding affinity value. This is MHC class II binding data. (1) The peptide sequence is MRNVFDDVVPADFKV. The MHC is DRB1_1302 with pseudo-sequence DRB1_1302. The binding affinity (normalized) is 0.350. (2) The peptide sequence is HDYEGLSYRSLQPET. The MHC is DRB1_0701 with pseudo-sequence DRB1_0701. The binding affinity (normalized) is 0.172. (3) The MHC is HLA-DQA10401-DQB10402 with pseudo-sequence HLA-DQA10401-DQB10402. The binding affinity (normalized) is 0.0910. The peptide sequence is LVGPTPANIIGRNLLTQIGC. (4) The peptide sequence is TKVIMGAVLIWVGIN. The MHC is DRB1_0901 with pseudo-sequence DRB1_0901. The binding affinity (normalized) is 0.0723. (5) The peptide sequence is ASDVETAEGGEIHEL. The MHC is HLA-DQA10501-DQB10301 with pseudo-sequence HLA-DQA10501-DQB10301. The binding affinity (normalized) is 0.486. (6) The peptide sequence is TENLVIEGPTTCGYL. The MHC is DRB1_0101 with pseudo-sequence DRB1_0101. The binding affinity (normalized) is 0.715. (7) The MHC is HLA-DPA10201-DPB10101 with pseudo-sequence HLA-DPA10201-DPB10101. The peptide sequence is ATPPPPPPPQLGASP. The binding affinity (normalized) is 0.0339. (8) The peptide sequence is FFRNVVWLIKKNSTYPT. The MHC is DRB1_0405 with pseudo-sequence DRB1_0405. The binding affinity (normalized) is 0.260. (9) The peptide sequence is INEPTAAAITYGLDR. The MHC is HLA-DQA10401-DQB10402 with pseudo-sequence HLA-DQA10401-DQB10402. The binding affinity (normalized) is 0.410.